Regression. Given a peptide amino acid sequence and an MHC pseudo amino acid sequence, predict their binding affinity value. This is MHC class I binding data. From a dataset of Peptide-MHC class I binding affinity with 185,985 pairs from IEDB/IMGT. (1) The peptide sequence is SSYKLNAV. The binding affinity (normalized) is 0.618. The MHC is H-2-Kb with pseudo-sequence H-2-Kb. (2) The peptide sequence is VSLTNGMSV. The MHC is H-2-Db with pseudo-sequence H-2-Db. The binding affinity (normalized) is 0.606. (3) The peptide sequence is MPVMKRYSAP. The MHC is HLA-B51:01 with pseudo-sequence HLA-B51:01. The binding affinity (normalized) is 0. (4) The peptide sequence is SSNVANYQK. The MHC is HLA-A02:01 with pseudo-sequence HLA-A02:01. The binding affinity (normalized) is 0.0847. (5) The peptide sequence is LSDAARLFL. The MHC is HLA-B57:01 with pseudo-sequence HLA-B57:01. The binding affinity (normalized) is 0.0847. (6) The peptide sequence is EVHIYYLEK. The MHC is HLA-B44:02 with pseudo-sequence HLA-B44:02. The binding affinity (normalized) is 0.0847. (7) The peptide sequence is AMEGGTTKA. The MHC is HLA-B15:17 with pseudo-sequence HLA-B15:17. The binding affinity (normalized) is 0.0847. (8) The peptide sequence is DYKECEWPL. The MHC is HLA-A69:01 with pseudo-sequence HLA-A69:01. The binding affinity (normalized) is 0.0847. (9) The peptide sequence is PRNFPMAQV. The MHC is HLA-B27:05 with pseudo-sequence HLA-B27:05. The binding affinity (normalized) is 0.0937.